This data is from Full USPTO retrosynthesis dataset with 1.9M reactions from patents (1976-2016). The task is: Predict the reactants needed to synthesize the given product. (1) Given the product [NH:8]1[CH2:9][CH2:10][CH:11]([N:14]2[CH2:19][C:18]3[CH:20]=[CH:21][CH:22]=[N:23][C:17]=3[NH:16][C:15]2=[O:24])[CH2:12][CH2:13]1, predict the reactants needed to synthesize it. The reactants are: C1(C[N:8]2[CH2:13][CH2:12][CH:11]([N:14]3[CH2:19][C:18]4[CH:20]=[CH:21][CH:22]=[N:23][C:17]=4[NH:16][C:15]3=[O:24])[CH2:10][CH2:9]2)C=CC=CC=1.COC1C=C(CCNC(NC(C(NC(C(N2CCN(C3C=CN=CC=3)CC2)=O)CCCCN)=O)CC2C=C(Cl)C(O)=C(Cl)C=2)=O)C=CC=1.[H][H].[K+].[Br-]. (2) Given the product [F:1][C:2]1[CH:3]=[C:4]([N+:11]([O-:13])=[O:12])[CH:5]=[C:6]2[C:10]=1[NH:9][N:8]=[CH:7]2, predict the reactants needed to synthesize it. The reactants are: [F:1][C:2]1[CH:3]=[CH:4][CH:5]=[C:6]2[C:10]=1[NH:9][N:8]=[CH:7]2.[N+:11]([O-])([O-:13])=[O:12].[K+]. (3) Given the product [ClH:24].[ClH:24].[CH3:1][C@@:2]1([C:12]2[CH:17]=[CH:16][CH:15]=[C:14]([C:18]3[CH:19]=[N:20][CH:21]=[N:22][CH:23]=3)[CH:13]=2)[CH2:7][CH2:6][S:5][C:4]([NH2:8])=[N:3]1, predict the reactants needed to synthesize it. The reactants are: [CH3:1][C@@:2]1([C:12]2[CH:17]=[CH:16][CH:15]=[C:14]([C:18]3[CH:19]=[N:20][CH:21]=[N:22][CH:23]=3)[CH:13]=2)[CH2:7][CH2:6][S:5][C:4]([NH:8]C(=O)C)=[N:3]1.[ClH:24]. (4) Given the product [CH2:1]([O:3][C:4]1[C:5](/[C:18](/[CH2:26][CH3:27])=[C:19](/[F:25])\[CH2:20][OH:21])=[CH:6][C:7]2[C:8]([CH2:16][CH3:17])=[CH:9][CH2:10][C:11]([CH3:15])([CH3:14])[C:12]=2[CH:13]=1)[CH3:2], predict the reactants needed to synthesize it. The reactants are: [CH2:1]([O:3][C:4]1[C:5](/[C:18](/[CH2:26][CH3:27])=[C:19](/[F:25])\[C:20](OCC)=[O:21])=[CH:6][C:7]2[C:8]([CH2:16][CH3:17])=[CH:9][CH2:10][C:11]([CH3:15])([CH3:14])[C:12]=2[CH:13]=1)[CH3:2].[H-].C([Al+]CC(C)C)C(C)C. (5) Given the product [OH:1][C:2]1[C:11]2[C:6](=[CH:7][CH:8]=[CH:9][CH:10]=2)[C:5]([CH3:17])([CH2:12][CH2:13][CH:14]([CH3:15])[CH3:16])[C:4](=[O:18])[C:3]=1[C:19]1[NH:24][C:23]2[CH:25]=[CH:26][C:27]([O:29][CH2:33][C:34]([NH2:36])=[O:35])=[CH:28][C:22]=2[S:21](=[O:30])(=[O:31])[N:20]=1, predict the reactants needed to synthesize it. The reactants are: [OH:1][C:2]1[C:11]2[C:6](=[CH:7][CH:8]=[CH:9][CH:10]=2)[C:5]([CH3:17])([CH2:12][CH2:13][CH:14]([CH3:16])[CH3:15])[C:4](=[O:18])[C:3]=1[C:19]1[NH:24][C:23]2[CH:25]=[CH:26][C:27]([OH:29])=[CH:28][C:22]=2[S:21](=[O:31])(=[O:30])[N:20]=1.Br[CH2:33][C:34]([NH2:36])=[O:35].C(=O)([O-])[O-].[Cs+].[Cs+]. (6) Given the product [CH3:1][O:2][C:3]1[CH:4]=[C:5](/[CH:15]=[CH:16]/[C:17](=[NH:18])[O:22][CH2:20][CH3:21])[CH:6]=[CH:7][C:8]=1[N:9]1[CH:13]=[C:12]([CH3:14])[N:11]=[CH:10]1, predict the reactants needed to synthesize it. The reactants are: [CH3:1][O:2][C:3]1[CH:4]=[C:5](/[CH:15]=[CH:16]/[C:17]#[N:18])[CH:6]=[CH:7][C:8]=1[N:9]1[CH:13]=[C:12]([CH3:14])[N:11]=[CH:10]1.Cl.[CH2:20]([O:22]CC)[CH3:21]. (7) Given the product [CH2:11]([C:3]1[C:2]([CH3:1])=[CH:10][CH:9]=[CH:8][C:4]=1[C:5]([OH:7])=[O:6])[CH:12]([CH3:14])[CH3:13], predict the reactants needed to synthesize it. The reactants are: [CH3:1][C:2]1[C:3]([CH:11]=[C:12]([CH3:14])[CH3:13])=[C:4]([CH:8]=[CH:9][CH:10]=1)[C:5]([OH:7])=[O:6].